This data is from Full USPTO retrosynthesis dataset with 1.9M reactions from patents (1976-2016). The task is: Predict the reactants needed to synthesize the given product. Given the product [N:8]1([C:13]2[CH:14]=[CH:15][C:16]([NH:19][C:20]3[CH:25]=[C:24]([NH:26][CH:27]4[CH2:29][CH2:28]4)[N:23]4[N:30]=[C:31]([CH3:35])[C:32]([CH:33]=[C:7]5[NH:1][C:2](=[O:3])[NH:4][C:5]5=[O:6])=[C:22]4[N:21]=3)=[CH:17][CH:18]=2)[CH:12]=[CH:11][CH:10]=[N:9]1, predict the reactants needed to synthesize it. The reactants are: [NH:1]1[CH2:7][C:5](=[O:6])[NH:4][C:2]1=[O:3].[N:8]1([C:13]2[CH:18]=[CH:17][C:16]([NH:19][C:20]3[CH:25]=[C:24]([NH:26][CH:27]4[CH2:29][CH2:28]4)[N:23]4[N:30]=[C:31]([CH3:35])[C:32]([CH:33]=O)=[C:22]4[N:21]=3)=[CH:15][CH:14]=2)[CH:12]=[CH:11][CH:10]=[N:9]1.N1CCCCC1.